From a dataset of Catalyst prediction with 721,799 reactions and 888 catalyst types from USPTO. Predict which catalyst facilitates the given reaction. (1) Reactant: [CH:1]1([CH2:4][N:5]2[C:9]3[CH:10]=[CH:11][C:12]([S:14]([CH2:17][CH:18]4[CH2:23][CH2:22][NH:21][CH2:20][CH2:19]4)(=[O:16])=[O:15])=[CH:13][C:8]=3[N:7]=[C:6]2[CH2:24][C:25]([CH3:28])([CH3:27])[CH3:26])[CH2:3][CH2:2]1.Cl.Cl[C:31]1[CH:36]=[CH:35][N:34]=[CH:33][CH:32]=1.C(N(CC)CC)C. Product: [CH:1]1([CH2:4][N:5]2[C:9]3[CH:10]=[CH:11][C:12]([S:14]([CH2:17][CH:18]4[CH2:19][CH2:20][N:21]([C:31]5[CH:36]=[CH:35][N:34]=[CH:33][CH:32]=5)[CH2:22][CH2:23]4)(=[O:15])=[O:16])=[CH:13][C:8]=3[N:7]=[C:6]2[CH2:24][C:25]([CH3:28])([CH3:27])[CH3:26])[CH2:2][CH2:3]1. The catalyst class is: 8. (2) Reactant: [CH2:1]([C:4]1[N:5]=[C:6]([C:20]2[CH:25]=[CH:24][C:23]([C:26]([F:29])([F:28])[F:27])=[CH:22][CH:21]=2)[S:7][C:8]=1[CH2:9][O:10][C:11]1[CH:19]=[CH:18]C=C2[C:12]=1[CH:13]=[CH:14]N2)[CH2:2][CH3:3].BrCC(OCC)=O.[C:37]([O-:40])([O-])=[O:38].[Cs+].[Cs+].[OH-].[Na+].Cl.[CH3:46][N:47]([CH:49]=O)[CH3:48]. Product: [CH2:1]([C:4]1[N:5]=[C:6]([C:20]2[CH:25]=[CH:24][C:23]([C:26]([F:28])([F:29])[F:27])=[CH:22][CH:21]=2)[S:7][C:8]=1[CH2:9][O:10][C:11]1[CH:12]=[C:13]2[C:48](=[CH:18][CH:19]=1)[N:47]([CH2:46][C:37]([OH:40])=[O:38])[CH:49]=[CH:14]2)[CH2:2][CH3:3]. The catalyst class is: 6. (3) Reactant: C(N(C(C)C)C)(C)C.[C:9](Cl)(=[O:12])[CH:10]=[CH2:11].[CH3:14][C@H:15]1[CH2:20][C@@H:19]([OH:21])[C@H:18]([CH:22]([CH3:24])[CH3:23])[CH2:17][CH2:16]1. Product: [C:9]([O:21][C@H:19]1[CH2:20][C@@H:15]([CH3:14])[CH2:16][CH2:17][C@@H:18]1[CH:22]([CH3:24])[CH3:23])(=[O:12])[CH:10]=[CH2:11]. The catalyst class is: 2. (4) Reactant: [Li][CH2:2]CCC.N([CH:10]([CH3:12])[CH3:11])C(C)C.[CH:13]1([C:16]([O:18]CCCC)=[O:17])[CH2:15][CH2:14]1.Br[CH2:24][CH2:25][CH2:26][CH2:27][Cl:28].[NH4+].[Cl-]. Product: [Cl:28][CH2:27][CH2:26][CH2:25][CH2:24][C:13]1([C:16]([O:18][C:10]([CH3:11])([CH3:12])[CH3:2])=[O:17])[CH2:14][CH2:15]1. The catalyst class is: 1. (5) Reactant: [CH:1]([CH:4]1[C:12]2[C:7](=[CH:8][CH:9]=[C:10]([NH:13][C:14](=[O:16])[CH3:15])[CH:11]=2)[N:6]([CH3:17])[C:5]1=[O:18])([CH3:3])[CH3:2].[N+:19]([O-])([OH:21])=[O:20]. Product: [CH:1]([CH:4]1[C:12]2[C:7](=[CH:8][C:9]([N+:19]([O-:21])=[O:20])=[C:10]([NH:13][C:14](=[O:16])[CH3:15])[CH:11]=2)[N:6]([CH3:17])[C:5]1=[O:18])([CH3:3])[CH3:2]. The catalyst class is: 15.